This data is from Reaction yield outcomes from USPTO patents with 853,638 reactions. The task is: Predict the reaction yield, written as a fraction of the theoretical maximum amount of product (1.0 means a 100% yield; for example, 0.34 means a 34% yield). (1) The reactants are [Cl:1][C:2]1[CH:16]=[CH:15][C:5]([C:6]([NH:8][CH:9]2[CH2:14][CH2:13][O:12][CH2:11][CH2:10]2)=[O:7])=[C:4]([S:17][CH2:18][CH2:19][CH3:20])[N:3]=1.[H-].[Na+].[CH3:23]I. The catalyst is CN(C=O)C. The product is [Cl:1][C:2]1[CH:16]=[CH:15][C:5]([C:6]([N:8]([CH3:23])[CH:9]2[CH2:10][CH2:11][O:12][CH2:13][CH2:14]2)=[O:7])=[C:4]([S:17][CH2:18][CH2:19][CH3:20])[N:3]=1. The yield is 0.990. (2) The reactants are [OH:1][C:2]1[CH:9]=[CH:8][C:5]([CH:6]=[O:7])=[CH:4][C:3]=1[O:10][CH3:11].[Cl:12][C:13]1[CH:20]=[CH:19][C:16]([CH2:17]Br)=[CH:15][CH:14]=1.C(=O)([O-])[O-].[K+].[K+]. The catalyst is C(#N)C. The product is [Cl:12][C:13]1[CH:20]=[CH:19][C:16]([CH2:17][O:1][C:2]2[CH:9]=[CH:8][C:5]([CH:6]=[O:7])=[CH:4][C:3]=2[O:10][CH3:11])=[CH:15][CH:14]=1. The yield is 0.930. (3) The reactants are [H-].[Na+].CN(C=O)C.[F:8][C:9]1[CH:18]=[CH:17][C:16]([O:19][CH2:20][CH2:21][CH3:22])=[C:15]2[C:10]=1[C:11](=[O:31])[C:12]([C:23]1[CH:28]=[CH:27][C:26]([O:29][CH3:30])=[CH:25][CH:24]=1)=[CH:13][NH:14]2.Br[CH2:33][CH2:34][CH2:35][N:36]1[C:40](=[O:41])[C:39]2=[CH:42][CH:43]=[CH:44][CH:45]=[C:38]2[C:37]1=[O:46]. The catalyst is C(OCC)(=O)C.O. The product is [F:8][C:9]1[CH:18]=[CH:17][C:16]([O:19][CH2:20][CH2:21][CH3:22])=[C:15]2[C:10]=1[C:11](=[O:31])[C:12]([C:23]1[CH:24]=[CH:25][C:26]([O:29][CH3:30])=[CH:27][CH:28]=1)=[CH:13][N:14]2[CH2:33][CH2:34][CH2:35][N:36]1[C:40](=[O:41])[C:39]2[C:38](=[CH:45][CH:44]=[CH:43][CH:42]=2)[C:37]1=[O:46]. The yield is 0.590. (4) The reactants are C(=O)(O)[O-].[Na+].[NH2:6][C@H:7]1[CH2:11][CH2:10][N:9]([C:12]([O:14][CH2:15][C:16]2[CH:21]=[CH:20][CH:19]=[CH:18][CH:17]=2)=[O:13])[CH2:8]1.[CH3:22][O:23][C:24](Cl)=[O:25]. The catalyst is O.C(Cl)Cl. The product is [CH3:22][O:23][C:24]([NH:6][C@H:7]1[CH2:11][CH2:10][N:9]([C:12]([O:14][CH2:15][C:16]2[CH:21]=[CH:20][CH:19]=[CH:18][CH:17]=2)=[O:13])[CH2:8]1)=[O:25]. The yield is 0.640. (5) The reactants are [CH3:1][C:2]1[CH:12]=[CH:11][CH:10]=[C:4]2[C:5]([O:7][C:8](=[O:9])[C:3]=12)=O.Cl.[NH2:14][CH:15]1[CH2:20][CH2:19][C:18](=[O:21])[NH:17][C:16]1=[O:22].C([O-])(=O)C.[Na+].O. The catalyst is C(O)(=O)C. The product is [O:22]=[C:16]1[CH:15]([N:14]2[C:8](=[O:9])[C:3]3[C:4](=[CH:10][CH:11]=[CH:12][C:2]=3[CH3:1])[C:5]2=[O:7])[CH2:20][CH2:19][C:18](=[O:21])[NH:17]1. The yield is 0.820. (6) The reactants are [C:1]([C:3]1[CH:4]=[C:5]([C:13]2[S:17][C:16]([C:18]3[CH:26]=[CH:25][CH:24]=[C:23]4[C:19]=3[CH2:20][CH2:21][C@@H:22]4[NH:27][S:28]([CH:31]=[CH2:32])(=[O:30])=[O:29])=[N:15][N:14]=2)[CH:6]=[CH:7][C:8]=1[O:9][CH:10]([CH3:12])[CH3:11])#[N:2].[NH:33]1[CH2:37][CH2:36][C@@H:35]([OH:38])[CH2:34]1. The catalyst is CN(C=O)C. The product is [C:1]([C:3]1[CH:4]=[C:5]([C:13]2[S:17][C:16]([C:18]3[CH:26]=[CH:25][CH:24]=[C:23]4[C:19]=3[CH2:20][CH2:21][C@@H:22]4[NH:27][S:28]([CH2:31][CH2:32][N:33]3[CH2:37][CH2:36][C@@H:35]([OH:38])[CH2:34]3)(=[O:29])=[O:30])=[N:15][N:14]=2)[CH:6]=[CH:7][C:8]=1[O:9][CH:10]([CH3:12])[CH3:11])#[N:2]. The yield is 0.560.